This data is from Forward reaction prediction with 1.9M reactions from USPTO patents (1976-2016). The task is: Predict the product of the given reaction. (1) Given the reactants [Si]([O:8][CH2:9][CH2:10][N:11]([CH:38]([CH3:40])[CH3:39])[C:12]([C:14]1[NH:15][C:16]([CH2:29][C:30]2[C:35]([Cl:36])=[CH:34][CH:33]=[CH:32][C:31]=2[Cl:37])=[N:17][C:18](=[O:28])[C:19]=1[O:20][CH2:21][C:22]1[CH:27]=[CH:26][CH:25]=[CH:24][CH:23]=1)=[O:13])(C(C)(C)C)(C)C.Cl, predict the reaction product. The product is: [OH:8][CH2:9][CH2:10][N:11]([CH:38]([CH3:40])[CH3:39])[C:12]([C:14]1[NH:15][C:16]([CH2:29][C:30]2[C:31]([Cl:37])=[CH:32][CH:33]=[CH:34][C:35]=2[Cl:36])=[N:17][C:18](=[O:28])[C:19]=1[O:20][CH2:21][C:22]1[CH:23]=[CH:24][CH:25]=[CH:26][CH:27]=1)=[O:13]. (2) Given the reactants [CH3:1][C:2]1([C:7]2[O:11][C:10]([CH2:12][N:13]3[CH:17]=[C:16]([NH2:18])[CH:15]=[N:14]3)=[CH:9][CH:8]=2)[O:6]CCO1.[F:19][C:20]([F:34])([F:33])[O:21][C:22]1[CH:23]=[C:24](/[CH:28]=[CH:29]/[C:30](O)=[O:31])[CH:25]=[CH:26][CH:27]=1, predict the reaction product. The product is: [C:2]([C:7]1[O:11][C:10]([CH2:12][N:13]2[CH:17]=[C:16]([NH:18][C:30](=[O:31])/[CH:29]=[CH:28]/[C:24]3[CH:25]=[CH:26][CH:27]=[C:22]([O:21][C:20]([F:33])([F:34])[F:19])[CH:23]=3)[CH:15]=[N:14]2)=[CH:9][CH:8]=1)(=[O:6])[CH3:1]. (3) The product is: [S:45]1[CH:39]=[C:44]([C:2]2[CH:7]=[CH:6][C:5]([C:8]3[N:12]([C:13]4[CH:14]=[CH:15][C:16]([S:19]([NH2:22])(=[O:21])=[O:20])=[N:17][CH:18]=4)[N:11]=[C:10]([C:23]([F:24])([F:25])[F:26])[CH:9]=3)=[CH:4][CH:3]=2)[N:43]=[CH:42]1. Given the reactants Br[C:2]1[CH:7]=[CH:6][C:5]([C:8]2[N:12]([C:13]3[CH:14]=[CH:15][C:16]([S:19]([NH2:22])(=[O:21])=[O:20])=[N:17][CH:18]=3)[N:11]=[C:10]([C:23]([F:26])([F:25])[F:24])[CH:9]=2)=[CH:4][CH:3]=1.BrC1C=CC(C2N([C:39]3C=C[C:42]([S:45](N)(=O)=O)=[N:43][CH:44]=3)N=C(C(F)(F)F)C=2Cl)=CC=1, predict the reaction product. (4) Given the reactants [NH:1]([C:3]([S:5][CH3:6])=[NH:4])[NH2:2].O.[F:8][C:9]1[CH:14]=[C:13]([F:15])[CH:12]=[CH:11][C:10]=1[C:16]([CH:18]=O)=O, predict the reaction product. The product is: [CH3:6][S:5][C:3]1[N:1]=[N:2][CH:18]=[C:16]([C:10]2[CH:11]=[CH:12][C:13]([F:15])=[CH:14][C:9]=2[F:8])[N:4]=1. (5) Given the reactants [Br:1][C:2]1[CH:11]=[CH:10][C:9]2[N:8]=[CH:7][C:6]3[N:12]([CH3:24])[C:13](=[O:23])N(C4C(OC)=NC=CC=4)[C:5]=3[C:4]=2[CH:3]=1.[CH3:25][O:26][CH2:27][CH2:28][N:29]([CH3:38])[C:30]1[CH:35]=[CH:34][C:33]([NH2:36])=[C:32]([CH3:37])[N:31]=1.ClC1N=C(C)C([N+]([O-])=O)=CC=1.COCCNC, predict the reaction product. The product is: [Br:1][C:2]1[CH:11]=[CH:10][C:9]2[N:8]=[CH:7][C:6]3[N:12]([CH3:24])[C:13](=[O:23])[N:36]([C:33]4[C:32]([CH3:37])=[N:31][C:30]([N:29]([CH2:28][CH2:27][O:26][CH3:25])[CH3:38])=[CH:35][CH:34]=4)[C:5]=3[C:4]=2[CH:3]=1.